From a dataset of Peptide-MHC class I binding affinity with 185,985 pairs from IEDB/IMGT. Regression. Given a peptide amino acid sequence and an MHC pseudo amino acid sequence, predict their binding affinity value. This is MHC class I binding data. The peptide sequence is SYAQMWSLMY. The MHC is HLA-A30:02 with pseudo-sequence HLA-A30:02. The binding affinity (normalized) is 0.